Dataset: Reaction yield outcomes from USPTO patents with 853,638 reactions. Task: Predict the reaction yield, written as a fraction of the theoretical maximum amount of product (1.0 means a 100% yield; for example, 0.34 means a 34% yield). (1) The product is [Cl:8][C:9]1[CH:14]=[C:13]([Cl:15])[CH:12]=[CH:11][C:10]=1[N:16]1[C:20]([C:21]2[CH:22]=[CH:23][C:24]([O:27][S:4]([CH2:1][CH2:2][CH3:3])(=[O:6])=[O:5])=[CH:25][CH:26]=2)=[C:19]([CH3:28])[C:18]([C:29]([NH:31][C:32]2([C:37]([O:39][CH3:40])=[O:38])[CH2:36][CH2:35][CH2:34][CH2:33]2)=[O:30])=[N:17]1. The yield is 0.350. The reactants are [CH2:1]([S:4](Cl)(=[O:6])=[O:5])[CH2:2][CH3:3].[Cl:8][C:9]1[CH:14]=[C:13]([Cl:15])[CH:12]=[CH:11][C:10]=1[N:16]1[C:20]([C:21]2[CH:26]=[CH:25][C:24]([OH:27])=[CH:23][CH:22]=2)=[C:19]([CH3:28])[C:18]([C:29]([NH:31][C:32]2([C:37]([O:39][CH3:40])=[O:38])[CH2:36][CH2:35][CH2:34][CH2:33]2)=[O:30])=[N:17]1.O. The catalyst is C(Cl)Cl. (2) The reactants are [C@@H:1]12[O:7][C@@H:4]([CH2:5][CH2:6]1)[CH2:3][C@H:2]2[C:8](OCC)=[O:9].[BH4-].[Na+]. The catalyst is C(O)C. The product is [C@@H:1]12[O:7][C@@H:4]([CH2:5][CH2:6]1)[CH2:3][C@H:2]2[CH2:8][OH:9]. The yield is 0.356.